Dataset: HIV replication inhibition screening data with 41,000+ compounds from the AIDS Antiviral Screen. Task: Binary Classification. Given a drug SMILES string, predict its activity (active/inactive) in a high-throughput screening assay against a specified biological target. (1) The compound is ONN=Cc1cc2c(cc1Br)OCO2. The result is 0 (inactive). (2) The molecule is O=S(=O)(O)C(O)CCC(O)S(=O)(=O)O. The result is 0 (inactive). (3) The drug is COc1cccc(CN2CCCN(N=Cc3c4c(O)c5c(O)c(C)c6c(c5c3O)C(=O)C(C)(OC=CC(OC)C(C)C(OC(C)=O)C(C)C(O)C(C)C(O)C(C)C=CC=C(C)C(=O)N4)O6)CC2)c1. The result is 0 (inactive). (4) The drug is NCP(=O)(O)OCC(=O)O. The result is 0 (inactive). (5) The molecule is O=C1C(c2ccc3ccccc3n2)=C(O)c2ccccc21. The result is 0 (inactive). (6) The drug is Cc1cccc(C2ON=C(c3ccccc3)N2C23CC4CC(CC(C4)C2)C3)c1. The result is 0 (inactive).